This data is from Forward reaction prediction with 1.9M reactions from USPTO patents (1976-2016). The task is: Predict the product of the given reaction. The product is: [C:6]12([CH3:10])[C:2]([CH3:11])([CH3:1])[CH:3]([CH2:4][CH2:5]1)[CH2:8][C:7]2=[O:9]. Given the reactants [CH3:1][C:2]1([CH3:11])[C:6]2([CH3:10])[CH:7]([OH:9])[CH2:8][CH:3]1[CH2:4][CH2:5]2.[O-]Cl.[Na+], predict the reaction product.